From a dataset of Catalyst prediction with 721,799 reactions and 888 catalyst types from USPTO. Predict which catalyst facilitates the given reaction. (1) Product: [C:1]([C:3]1[CH:8]=[CH:7][C:6]([N:9]([CH2:15][C:16]2[O:20][C:19]([C:21]([OH:23])=[O:22])=[CH:18][CH:17]=2)[CH2:10][C:11]([F:12])([F:13])[F:14])=[CH:5][C:4]=1[C:26]([F:27])([F:29])[F:28])#[N:2]. Reactant: [C:1]([C:3]1[CH:8]=[CH:7][C:6]([N:9]([CH2:15][C:16]2[O:20][C:19]([C:21]([O:23]CC)=[O:22])=[CH:18][CH:17]=2)[CH2:10][C:11]([F:14])([F:13])[F:12])=[CH:5][C:4]=1[C:26]([F:29])([F:28])[F:27])#[N:2].[OH-].[Na+].Cl. The catalyst class is: 36. (2) Reactant: CCN(C(C)C)C(C)C.CN(C(ON1N=NC2C=CC=CC1=2)=[N+](C)C)C.[B-](F)(F)(F)F.[C:32]([C:34]1[C:35]([N:46]2[CH2:50][CH2:49][CH:48]([CH2:51][C:52](O)=[O:53])[CH2:47]2)=[N:36][C:37]([CH3:45])=[C:38]([C:40]([O:42][CH2:43][CH3:44])=[O:41])[CH:39]=1)#[N:33].[C:55]1([CH2:61][S:62]([NH2:65])(=[O:64])=[O:63])[CH:60]=[CH:59][CH:58]=[CH:57][CH:56]=1.OS([O-])(=O)=O.[K+]. Product: [CH2:61]([S:62]([NH:65][C:52](=[O:53])[CH2:51][CH:48]1[CH2:49][CH2:50][N:46]([C:35]2[C:34]([C:32]#[N:33])=[CH:39][C:38]([C:40]([O:42][CH2:43][CH3:44])=[O:41])=[C:37]([CH3:45])[N:36]=2)[CH2:47]1)(=[O:64])=[O:63])[C:55]1[CH:60]=[CH:59][CH:58]=[CH:57][CH:56]=1. The catalyst class is: 2. (3) Product: [CH3:20][C@H:9]1[CH2:10][CH2:11][CH2:12][C@H:13]([C:14](=[O:19])[CH2:15][CH2:16][CH2:17][CH3:18])[NH:8]1. Reactant: C([N:8]1[C@@H:13]([C:14](=[O:19])[CH2:15][CH2:16][CH2:17][CH3:18])[CH2:12][CH2:11][CH2:10][C@@H:9]1[CH3:20])(OC(C)(C)C)=O. The catalyst class is: 330. (4) Reactant: C([O:3][C:4](=O)[CH2:5][O:6][CH2:7][C:8]1[C:9]([NH2:15])=[N:10][CH:11]=[C:12]([Br:14])[CH:13]=1)C.[H-].[Na+].O. Product: [Br:14][C:12]1[CH:11]=[N:10][C:9]2[NH:15][C:4](=[O:3])[CH2:5][O:6][CH2:7][C:8]=2[CH:13]=1. The catalyst class is: 16. (5) Reactant: [NH:1]1[CH:5]=[N:4][C:3]([C:6]([O:8][CH3:9])=[O:7])=[N:2]1.[H-].[Na+].[CH3:12]I. Product: [CH3:12][N:1]1[CH:5]=[N:4][C:3]([C:6]([O:8][CH3:9])=[O:7])=[N:2]1. The catalyst class is: 1. (6) Reactant: C([O:8][C:9]1[CH:17]=[C:16]2[C:12]([CH:13]=[N:14][N:15]2[CH2:18][C@@H:19]([O:21][Si:22]([C:25]([CH3:28])([CH3:27])[CH3:26])([CH3:24])[CH3:23])[CH3:20])=[CH:11][CH:10]=1)C1C=CC=CC=1. The catalyst class is: 19. Product: [C:25]([Si:22]([CH3:24])([CH3:23])[O:21][C@@H:19]([CH3:20])[CH2:18][N:15]1[C:16]2[C:12](=[CH:11][CH:10]=[C:9]([OH:8])[CH:17]=2)[CH:13]=[N:14]1)([CH3:27])([CH3:28])[CH3:26]. (7) Product: [CH3:20][CH2:19][CH2:18][CH2:17][CH2:16][CH2:15][CH2:14][CH2:13][CH2:12][CH2:11][CH2:10][CH3:9]. The catalyst class is: 24. Reactant: C(OC(=N)CO)C.N[CH2:9][CH2:10][CH2:11][CH2:12][CH2:13][CH2:14][CH2:15][CH2:16][CH2:17][CH2:18][CH2:19][CH2:20]N.[OH-].[Na+].